Dataset: Human liver microsome stability data. Task: Regression/Classification. Given a drug SMILES string, predict its absorption, distribution, metabolism, or excretion properties. Task type varies by dataset: regression for continuous measurements (e.g., permeability, clearance, half-life) or binary classification for categorical outcomes (e.g., BBB penetration, CYP inhibition). Dataset: hlm. (1) The compound is CC1C(=O)N(C)c2ccc(C(=O)N3CCc4ccccc43)cc2N1C1CC1. The result is 1 (stable in human liver microsomes). (2) The result is 1 (stable in human liver microsomes). The drug is O=C(C(=O)N1CCN(C(=O)c2ccccc2)CC1)c1c[nH]c2c(-c3nnco3)ccc(F)c12.